This data is from Full USPTO retrosynthesis dataset with 1.9M reactions from patents (1976-2016). The task is: Predict the reactants needed to synthesize the given product. Given the product [C:17]([O:1][C:2]1[CH:3]=[C:4]([CH2:11][C:12]([OH:14])=[O:13])[CH:5]=[CH:6][C:7]=1[N+:8]([O-:10])=[O:9])(=[O:19])[CH3:18], predict the reactants needed to synthesize it. The reactants are: [OH:1][C:2]1[CH:3]=[C:4]([CH2:11][C:12]([OH:14])=[O:13])[CH:5]=[CH:6][C:7]=1[N+:8]([O-:10])=[O:9].[OH-].[Na+].[C:17](OC(=O)C)(=[O:19])[CH3:18].Cl.